Dataset: Full USPTO retrosynthesis dataset with 1.9M reactions from patents (1976-2016). Task: Predict the reactants needed to synthesize the given product. (1) Given the product [CH:1]1([CH2:6][CH2:7][C:8]2[N:16]([C:17]3[CH:25]=[CH:24][C:20]([CH2:21][CH2:22][NH:23][CH2:28][CH:27]([OH:26])[CH2:29][O:30][C:31]4[C:39]5[NH:38][C:37](=[O:40])[NH:36][C:35]=5[CH:34]=[CH:33][CH:32]=4)=[CH:19][CH:18]=3)[C:11]3=[N:12][CH:13]=[CH:14][CH:15]=[C:10]3[N:9]=2)[CH2:5][CH2:4][CH2:3][CH2:2]1, predict the reactants needed to synthesize it. The reactants are: [CH:1]1([CH2:6][CH2:7][C:8]2[N:16]([C:17]3[CH:25]=[CH:24][C:20]([CH2:21][CH2:22][NH2:23])=[CH:19][CH:18]=3)[C:11]3=[N:12][CH:13]=[CH:14][CH:15]=[C:10]3[N:9]=2)[CH2:5][CH2:4][CH2:3][CH2:2]1.[O:26]1[CH2:28][C@H:27]1[CH2:29][O:30][C:31]1[C:39]2[NH:38][C:37](=[O:40])[NH:36][C:35]=2[CH:34]=[CH:33][CH:32]=1. (2) Given the product [Cl:29][C:30]1[CH:37]=[C:36]([Cl:38])[CH:35]=[CH:34][C:31]=1[N:32]([CH2:2][C:3]1[CH:8]=[CH:7][C:6]([C:9]2[C:10]([NH:15][S:16]([C:19]3[CH:24]=[CH:23][CH:22]=[CH:21][C:20]=3[C:25]([F:27])([F:26])[F:28])(=[O:17])=[O:18])=[N:11][CH:12]=[CH:13][N:14]=2)=[CH:5][CH:4]=1)[CH3:33], predict the reactants needed to synthesize it. The reactants are: Cl[CH2:2][C:3]1[CH:8]=[CH:7][C:6]([C:9]2[C:10]([NH:15][S:16]([C:19]3[CH:24]=[CH:23][CH:22]=[CH:21][C:20]=3[C:25]([F:28])([F:27])[F:26])(=[O:18])=[O:17])=[N:11][CH:12]=[CH:13][N:14]=2)=[CH:5][CH:4]=1.[Cl:29][C:30]1[CH:37]=[C:36]([Cl:38])[CH:35]=[CH:34][C:31]=1[NH:32][CH3:33]. (3) Given the product [CH2:3]=[CH:2][C:1]1[CH:9]=[CH:10][CH:5]=[CH:6][CH:7]=1.[CH2:3]=[CH:2][C:1]1[CH:9]=[CH:8][C:7]([CH:6]=[CH2:5])=[CH:12][CH:16]=1.[CH2:19]1[O:20][CH:1]1[CH2:2][O:14][CH2:12][C:7]1[CH:6]=[CH:5][CH:10]=[CH:9][CH:8]=1, predict the reactants needed to synthesize it. The reactants are: [CH2:1](N)[CH:2]=[CH2:3].[CH:5]1[CH:10]=[C:9](Cl)[CH:8]=[C:7]([C:12]([O:14]O)=O)[CH:6]=1.[CH3:16]N([CH:19]=[O:20])C. (4) Given the product [Cl:1][C:2]1[C:3]([NH:30][C:31]2[CH:36]=[CH:35][CH:34]=[CH:33][C:32]=2[NH:37][S:38]([CH3:41])(=[O:40])=[O:39])=[N:4][C:5]([NH:8][C:9]2[CH:14]=[CH:13][CH:12]=[C:11]([O:15][CH2:16][CH2:17][CH:18]3[CH2:22][CH2:21][CH2:20][NH:19]3)[CH:10]=2)=[N:6][CH:7]=1, predict the reactants needed to synthesize it. The reactants are: [Cl:1][C:2]1[C:3]([NH:30][C:31]2[CH:36]=[CH:35][CH:34]=[CH:33][C:32]=2[NH:37][S:38]([CH3:41])(=[O:40])=[O:39])=[N:4][C:5]([NH:8][C:9]2[CH:14]=[CH:13][CH:12]=[C:11]([O:15][CH2:16][CH2:17][CH:18]3[CH2:22][CH2:21][CH2:20][N:19]3C(OC(C)(C)C)=O)[CH:10]=2)=[N:6][CH:7]=1.C(O)(C(F)(F)F)=O.